Dataset: Forward reaction prediction with 1.9M reactions from USPTO patents (1976-2016). Task: Predict the product of the given reaction. (1) Given the reactants I[C:2]1[C:10]2[C:5](=[N:6][N:7]=[CH:8][CH:9]=2)[N:4]([CH2:11][C:12]([O:14]C)=[O:13])[N:3]=1.C[N:17]([CH:19]=[O:20])C, predict the reaction product. The product is: [C:19]([C:2]1[C:10]2[C:5](=[N:6][N:7]=[CH:8][CH:9]=2)[N:4]([CH2:11][C:12]([OH:14])=[O:13])[N:3]=1)(=[O:20])[NH2:17]. (2) Given the reactants C(O)C.[CH3:4]/[CH:5]=[C:6]1\[C@H:7]2[CH:14]=[C:13]([CH3:15])[CH2:12][C@@:11]\1([NH2:16])[C:10]1[CH:17]=[CH:18][C:19]([NH:21][C:9]=1[CH2:8]2)=[O:20].[P:22]([OH:26])([OH:25])([OH:24])=[O:23].[CH3:27][C:28]1[N:33]=[C:32]([CH3:34])[C:31]([CH3:35])=[N:30][C:29]=1[CH3:36], predict the reaction product. The product is: [CH3:4]/[CH:5]=[C:6]1\[C@H:7]2[CH:14]=[C:13]([CH3:15])[CH2:12][C@@:11]\1([NH2:16])[C:10]1[CH:17]=[CH:18][C:19]([NH:21][C:9]=1[CH2:8]2)=[O:20].[P:22]([OH:26])([OH:25])([OH:24])=[O:23].[CH3:27][C:28]1[N:33]=[C:32]([CH3:34])[C:31]([CH3:35])=[N:30][C:29]=1[CH3:36]. (3) Given the reactants [C:1]([O:5][C:6]([N:8]1[CH2:13][CH2:12][N:11]([C:14]2[C:19](Cl)=[CH:18][C:17]([CH3:21])=[CH:16][N:15]=2)[CH2:10][CH2:9]1)=[O:7])([CH3:4])([CH3:3])[CH3:2].P([O-])([O-])([O-])=O.[K+].[K+].[K+].[CH:30]1(B(O)O)[CH2:32][CH2:31]1.C1(C)C=CC=CC=1, predict the reaction product. The product is: [C:1]([O:5][C:6]([N:8]1[CH2:13][CH2:12][N:11]([C:14]2[C:19]([CH:30]3[CH2:32][CH2:31]3)=[CH:18][C:17]([CH3:21])=[CH:16][N:15]=2)[CH2:10][CH2:9]1)=[O:7])([CH3:4])([CH3:3])[CH3:2]. (4) The product is: [CH2:1]([O:4][CH2:5][CH:6]1[O:18][CH2:19][C:20]2([CH2:17][O:16][CH:10]([CH2:11][O:12][CH2:13][CH:14]=[CH2:15])[O:9][CH2:8]2)[CH2:21][O:7]1)[CH:2]=[CH2:3]. Given the reactants [CH2:1]([O:4][CH2:5][CH:6]=[O:7])[CH:2]=[CH2:3].[CH3:8][O:9][CH:10]([O:16][CH3:17])[CH2:11][O:12][CH2:13][CH:14]=[CH2:15].[OH:18][CH2:19][C:20](CO)(CO)[CH2:21]O.CC1C=CC(S(O)(=O)=O)=CC=1, predict the reaction product. (5) Given the reactants [Cl:1][C:2]1[CH:7]=[CH:6][C:5]([C:8]2[CH:13]=[N:12][N:11]3[C:14](=[O:17])[NH:15][N:16]=[C:10]3[C:9]=2[C:18]2[CH:23]=[CH:22][N:21]=[CH:20][CH:19]=2)=[CH:4][CH:3]=1.C([O-])([O-])=O.[K+].[K+].Br[CH2:31][C:32]1[CH:37]=[CH:36][C:35]([C:38]#[N:39])=[CH:34][CH:33]=1, predict the reaction product. The product is: [Cl:1][C:2]1[CH:7]=[CH:6][C:5]([C:8]2[CH:13]=[N:12][N:11]3[C:14](=[O:17])[N:15]([CH2:31][C:32]4[CH:37]=[CH:36][C:35]([C:38]#[N:39])=[CH:34][CH:33]=4)[N:16]=[C:10]3[C:9]=2[C:18]2[CH:23]=[CH:22][N:21]=[CH:20][CH:19]=2)=[CH:4][CH:3]=1. (6) Given the reactants [Cl:1][C:2]1[CH:3]=[C:4]([C:9]([C:32]([F:35])([F:34])[F:33])=[CH:10][C:11]([C:13]2[CH:14]=[C:15]3[C:19](=[CH:20][CH:21]=2)[C:18]2([CH2:24][N:23]([C:25]([O:27][C:28]([CH3:31])([CH3:30])[CH3:29])=[O:26])[CH2:22]2)[O:17][CH2:16]3)=[O:12])[CH:5]=[C:6]([Cl:8])[CH:7]=1.[N+:36]([CH3:39])([O-:38])=[O:37].C1CCN2C(=NCCC2)CC1, predict the reaction product. The product is: [Cl:1][C:2]1[CH:3]=[C:4]([C:9]([CH2:39][N+:36]([O-:38])=[O:37])([C:32]([F:33])([F:35])[F:34])[CH2:10][C:11]([C:13]2[CH:14]=[C:15]3[C:19](=[CH:20][CH:21]=2)[C:18]2([CH2:22][N:23]([C:25]([O:27][C:28]([CH3:31])([CH3:30])[CH3:29])=[O:26])[CH2:24]2)[O:17][CH2:16]3)=[O:12])[CH:5]=[C:6]([Cl:8])[CH:7]=1.